The task is: Predict the reaction yield, written as a fraction of the theoretical maximum amount of product (1.0 means a 100% yield; for example, 0.34 means a 34% yield).. This data is from Reaction yield outcomes from USPTO patents with 853,638 reactions. (1) The reactants are [CH3:1][O:2][C:3]1[CH:4]=[C:5]2[C:10](=[CH:11][C:12]=1[O:13][CH3:14])[N:9]=[CH:8][CH:7]=[C:6]2[O:15][C:16]1[CH:22]=[CH:21][C:19]([NH2:20])=[CH:18][CH:17]=1.Cl[C:24](Cl)([O:26][C:27](=[O:33])OC(Cl)(Cl)Cl)Cl.[CH:35]1(CO)[CH2:39][CH2:38][CH2:37][CH2:36]1.C(=O)(O)[O-].[Na+]. The catalyst is C(Cl)Cl.C(N(CC)CC)C.C1(C)C=CC=CC=1. The product is [CH3:1][O:2][C:3]1[CH:4]=[C:5]2[C:10](=[CH:11][C:12]=1[O:13][CH3:14])[N:9]=[CH:8][CH:7]=[C:6]2[O:15][C:16]1[CH:22]=[CH:21][C:19]([NH:20][C:27](=[O:33])[O:26][CH2:24][CH:35]2[CH2:39][CH2:38][CH2:37][CH2:36]2)=[CH:18][CH:17]=1. The yield is 0.540. (2) The reactants are [Cl:1][C:2]1[CH:7]=[CH:6][CH:5]=[CH:4][C:3]=1[N:8]1[C:12]([NH2:13])=[CH:11][C:10]([C:14]2[CH:19]=[CH:18][C:17]([F:20])=[CH:16][CH:15]=2)=[N:9]1.Cl[C:22]1[N:32]=[CH:31][CH:30]=[CH:29][C:23]=1[C:24]([O:26][CH2:27][CH3:28])=[O:25].C1C=CC(P(C2C(C3C(P(C4C=CC=CC=4)C4C=CC=CC=4)=CC=C4C=3C=CC=C4)=C3C(C=CC=C3)=CC=2)C2C=CC=CC=2)=CC=1.C([O-])([O-])=O.[Cs+].[Cs+]. The catalyst is C1C=CC(/C=C/C(/C=C/C2C=CC=CC=2)=O)=CC=1.C1C=CC(/C=C/C(/C=C/C2C=CC=CC=2)=O)=CC=1.C1C=CC(/C=C/C(/C=C/C2C=CC=CC=2)=O)=CC=1.[Pd].[Pd]. The product is [Cl:1][C:2]1[CH:7]=[CH:6][CH:5]=[CH:4][C:3]=1[N:8]1[C:12]([NH:13][C:22]2[N:32]=[CH:31][CH:30]=[CH:29][C:23]=2[C:24]([O:26][CH2:27][CH3:28])=[O:25])=[CH:11][C:10]([C:14]2[CH:19]=[CH:18][C:17]([F:20])=[CH:16][CH:15]=2)=[N:9]1. The yield is 0.900. (3) The reactants are Br.[CH2:2]([C:4]1[N:5]=[C:6]([C@@H:9]([NH2:20])[CH2:10][C:11]2[CH:16]=[CH:15][C:14]([N+:17]([O-:19])=[O:18])=[CH:13][CH:12]=2)[S:7][CH:8]=1)[CH3:3].[CH2:21]([CH:28]([C:32]([O:34][CH2:35][CH3:36])=[O:33])[C:29](O)=[O:30])[C:22]1[CH:27]=[CH:26][CH:25]=[CH:24][CH:23]=1.ON1C2C=CC=CC=2N=N1.CN(C)CCCN=C=NCC.C(N(C(C)C)CC)(C)C. The catalyst is CN(C=O)C.O. The product is [CH2:35]([O:34][C:32](=[O:33])[CH:28]([CH2:21][C:22]1[CH:27]=[CH:26][CH:25]=[CH:24][CH:23]=1)[C:29]([NH:20][C@H:9]([C:6]1[S:7][CH:8]=[C:4]([CH2:2][CH3:3])[N:5]=1)[CH2:10][C:11]1[CH:16]=[CH:15][C:14]([N+:17]([O-:19])=[O:18])=[CH:13][CH:12]=1)=[O:30])[CH3:36]. The yield is 0.310. (4) The catalyst is O. The product is [NH:4]1[CH:6]=[CH:19][C:18]([C:11]2[CH:10]=[N:9][N:13]3[CH:14]=[CH:15][CH:16]=[CH:17][C:12]=23)=[N:22]1. The yield is 0.620. The reactants are COC(OC)[N:4]([CH3:6])C.[N:9]1[N:13]2[CH:14]=[CH:15][CH:16]=[CH:17][C:12]2=[C:11]([C:18](=O)[CH3:19])[CH:10]=1.C[N:22](C=O)C. (5) The yield is 0.640. The product is [Cl:33][C:30]1[CH:29]=[CH:28][C:27]([S:24]([CH:23]([C:34]2[CH:39]=[C:38]([F:40])[CH:37]=[CH:36][C:35]=2[F:41])[CH:22]([CH3:42])[CH2:21][CH2:20][CH2:19][OH:18])(=[O:26])=[O:25])=[CH:32][CH:31]=1. The reactants are [Si]([O:18][CH2:19][CH2:20][CH2:21][CH:22]([CH3:42])[CH:23]([C:34]1[CH:39]=[C:38]([F:40])[CH:37]=[CH:36][C:35]=1[F:41])[S:24]([C:27]1[CH:32]=[CH:31][C:30]([Cl:33])=[CH:29][CH:28]=1)(=[O:26])=[O:25])(C(C)(C)C)(C1C=CC=CC=1)C1C=CC=CC=1.N1C=CC=CC=1.F.C(=O)(O)[O-].[Na+].CCCCCC. The catalyst is C(Cl)Cl. (6) The yield is 0.550. The reactants are [CH3:1][O:2][C:3]1[CH:19]=[CH:18][C:6]([CH2:7][N:8]2[C:12]3=[N:13][CH:14]=[CH:15][C:16](Cl)=[C:11]3[CH:10]=[N:9]2)=[CH:5][CH:4]=1.[O:20]1[CH2:25][CH2:24][N:23]([CH2:26][CH2:27][NH2:28])[CH2:22][CH2:21]1. The catalyst is CN1C(=O)CCC1.CCOC(C)=O. The product is [CH3:1][O:2][C:3]1[CH:19]=[CH:18][C:6]([CH2:7][N:8]2[C:12]3[N:13]=[CH:14][CH:15]=[C:16]([NH:28][CH2:27][CH2:26][N:23]4[CH2:24][CH2:25][O:20][CH2:21][CH2:22]4)[C:11]=3[CH:10]=[N:9]2)=[CH:5][CH:4]=1. (7) The reactants are [NH2:1][C:2]1[CH:3]=[C:4]2[C:8](=[CH:9][CH:10]=1)[CH2:7][CH2:6][CH2:5]2.[CH3:11][O:12][CH2:13][C:14](Cl)=[O:15].N1C=CC=CC=1. The catalyst is CN(C=O)C. The product is [CH3:11][O:12][CH2:13][C:14]([NH:1][C:2]1[CH:3]=[C:4]2[C:8](=[CH:9][CH:10]=1)[CH2:7][CH2:6][CH2:5]2)=[O:15]. The yield is 0.830. (8) The reactants are [O:1]=[C:2]1[C:11]2[C:6](=[CH:7][CH:8]=[CH:9][CH:10]=2)[NH:5][CH:4]=[C:3]1[C:12]([OH:14])=O.CN(C(ON1N=NC2C=CC=CC1=2)=[N+](C)C)C.F[P-](F)(F)(F)(F)F.CCN(CC)CC.[NH2:46][C:47]1[C:48]([C:58]([CH3:61])([CH3:60])[CH3:59])=[CH:49][C:50]([C:54]([CH3:57])([CH3:56])[CH3:55])=[C:51]([OH:53])[CH:52]=1. The catalyst is CN(C=O)C.CCOCC.CCO. The product is [CH3:61][C:58]([C:48]1[CH:49]=[C:50]([C:54]([CH3:57])([CH3:56])[CH3:55])[C:51]([OH:53])=[CH:52][C:47]=1[NH:46][C:12]([C:3]1[C:2](=[O:1])[C:11]2[C:6](=[CH:7][CH:8]=[CH:9][CH:10]=2)[NH:5][CH:4]=1)=[O:14])([CH3:59])[CH3:60]. The yield is 0.520.